Dataset: Drug-target binding data from BindingDB patent sources. Task: Regression. Given a target protein amino acid sequence and a drug SMILES string, predict the binding affinity score between them. We predict pAffinity (pAffinity = -log10(affinity in M)). Dataset: bindingdb_patent. (1) The drug is COc1cccc(c1)-c1ccc(cc1)[C@@H](Oc1cc(nc(N)n1)-c1ccc(CC(N)C(O)=O)cc1)C(F)(F)F. The target protein (Q8IWU9) has sequence MQPAMMMFSSKYWARRGFSLDSAVPEEHQLLGSSTLNKPNSGKNDDKGNKGSSKREAATESGKTAVVFSLKNEVGGLVKALRLFQEKRVNMVHIESRKSRRRSSEVEIFVDCECGKTEFNELIQLLKFQTTIVTLNPPENIWTEEEELEDVPWFPRKISELDKCSHRVLMYGSELDADHPGFKDNVYRQRRKYFVDVAMGYKYGQPIPRVEYTEEETKTWGVVFRELSKLYPTHACREYLKNFPLLTKYCGYREDNVPQLEDVSMFLKERSGFTVRPVAGYLSPRDFLAGLAYRVFHCTQYIRHGSDPLYTPEPDTCHELLGHVPLLADPKFAQFSQEIGLASLGASDEDVQKLATCYFFTIEFGLCKQEGQLRAYGAGLLSSIGELKHALSDKACVKAFDPKTTCLQECLITTFQEAYFVSESFEEAKEKMRDFAKSITRPFSVYFNPYTQSIEILKDTRSIENVVQDLRSDLNTVCDALNKMNQYLGI. The pAffinity is 6.1. (2) The drug is Cc1cc(NC2CCOCC2)ncc1-c1nc2ccncc2n1-c1ccc(F)cc1. The target protein (Q16853) has sequence MNQKTILVLLILAVITIFALVCVLLVGRGGDGGEPSQLPHCPSVSPSAQPWTHPGQSQLFADLSREELTAVMRFLTQRLGPGLVDAAQARPSDNCVFSVELQLPPKAAALAHLDRGSPPPAREALAIVFFGRQPQPNVSELVVGPLPHPSYMRDVTVERHGGPLPYHRRPVLFQEYLDIDQMIFNRELPQASGLLHHCCFYKHRGRNLVTMTTAPRGLQSGDRATWFGLYYNISGAGFFLHHVGLELLVNHKALDPARWTIQKVFYQGRYYDSLAQLEAQFEAGLVNVVLIPDNGTGGSWSLKSPVPPGPAPPLQFYPQGPRFSVQGSRVASSLWTFSFGLGAFSGPRIFDVRFQGERLVYEISLQEALAIYGGNSPAAMTTRYVDGGFGMGKYTTPLTRGVDCPYLATYVDWHFLLESQAPKTIRDAFCVFEQNQGLPLRRHHSDLYSHYFGGLAETVLVVRSMSTLLNYDYVWDTVFHPSGAIEIRFYATGYISSAFL.... The pAffinity is 6.9.